From a dataset of Full USPTO retrosynthesis dataset with 1.9M reactions from patents (1976-2016). Predict the reactants needed to synthesize the given product. (1) Given the product [NH:26]([C:33]([C:36]1[N:37]([CH3:50])[C:38]([C:41]2[CH:42]=[CH:43][C:44]([C:45]([NH2:7])=[O:46])=[CH:48][CH:49]=2)=[N:39][N:40]=1)([CH3:35])[CH3:34])[C:27]1[CH:28]=[CH:29][CH:30]=[CH:31][CH:32]=1, predict the reactants needed to synthesize it. The reactants are: C1C=C2[N:7]=NN(O)C2=CC=1.O.CCN=C=NCCCN(C)C.Cl.O.N.[NH:26]([C:33]([C:36]1[N:37]([CH3:50])[C:38]([C:41]2[CH:49]=[CH:48][C:44]([C:45](O)=[O:46])=[CH:43][CH:42]=2)=[N:39][N:40]=1)([CH3:35])[CH3:34])[C:27]1[CH:32]=[CH:31][CH:30]=[CH:29][CH:28]=1. (2) Given the product [CH3:1][N:2]1[C:6]([C:7]2[S:11][C:10]([C:12]([Cl:22])=[O:13])=[CH:9][CH:8]=2)=[CH:5][C:4]([C:15]([F:18])([F:17])[F:16])=[N:3]1, predict the reactants needed to synthesize it. The reactants are: [CH3:1][N:2]1[C:6]([C:7]2[S:11][C:10]([C:12](O)=[O:13])=[CH:9][CH:8]=2)=[CH:5][C:4]([C:15]([F:18])([F:17])[F:16])=[N:3]1.C(Cl)(=O)C([Cl:22])=O.CN(C=O)C. (3) Given the product [F:1][C:2]1[CH:7]=[C:6]([P:11](=[O:18])([O:15][CH2:16][CH3:17])[O:12][CH2:13][CH3:14])[CH:5]=[C:4]([F:9])[C:3]=1[F:10], predict the reactants needed to synthesize it. The reactants are: [F:1][C:2]1[CH:7]=[CH:6][C:5](Br)=[C:4]([F:9])[C:3]=1[F:10].[P:11]([O-:18])([O:15][CH2:16][CH3:17])[O:12][CH2:13][CH3:14].C1(CNCC2CCCCC2)CCCCC1.C1(P(C2C=CC=CC=2)C2C=CC=CC=2)C=CC=CC=1. (4) Given the product [Cl:1][C:2]1[CH:3]=[C:4]([CH:8]([CH3:15])[CH2:9][NH:20][CH2:19][CH:18]([O:21][CH3:22])[O:17][CH3:16])[CH:5]=[CH:6][CH:7]=1, predict the reactants needed to synthesize it. The reactants are: [Cl:1][C:2]1[CH:3]=[C:4]([CH:8]([CH3:15])[CH2:9]CS([O-])(=O)=O)[CH:5]=[CH:6][CH:7]=1.[CH3:16][O:17][CH:18]([O:21][CH3:22])[CH2:19][NH2:20]. (5) Given the product [CH:3]1([CH2:6][O:7][C:14]2[N:13]=[C:12]([C:10]([OH:11])=[O:9])[CH:17]=[CH:16][C:15]=2[N:18]2[CH2:21][C:20]([F:23])([F:22])[CH2:19]2)[CH2:5][CH2:4]1, predict the reactants needed to synthesize it. The reactants are: [H-].[Na+].[CH:3]1([CH2:6][OH:7])[CH2:5][CH2:4]1.C[O:9][C:10]([C:12]1[CH:17]=[CH:16][C:15]([N:18]2[CH2:21][C:20]([F:23])([F:22])[CH2:19]2)=[C:14](Cl)[N:13]=1)=[O:11]. (6) Given the product [F:23][C:20]1[CH:21]=[CH:22][C:17]([C:15]2[C:14]([C:25]3[CH:35]=[CH:34][C:28]4[O:29][CH2:30][C:31](=[O:33])[NH:32][C:27]=4[CH:26]=3)=[CH:13][N:12]([CH3:11])[N:2]=2)=[C:18]([CH3:24])[CH:19]=1, predict the reactants needed to synthesize it. The reactants are: C[NH:2]N.C(O)(C(F)(F)F)=O.[CH3:11][N:12](C)[CH:13]=[C:14]([C:25]1[CH:35]=[CH:34][C:28]2[O:29][CH2:30][C:31](=[O:33])[NH:32][C:27]=2[CH:26]=1)[C:15]([C:17]1[CH:22]=[CH:21][C:20]([F:23])=[CH:19][C:18]=1[CH3:24])=O.O. (7) Given the product [Br:6][C:7]1[CH:8]=[C:9]([CH:10]=[CH2:2])[CH:12]=[CH:13][C:14]=1[F:15], predict the reactants needed to synthesize it. The reactants are: [Li][CH2:2]CCC.[Br:6][C:7]1[CH:8]=[C:9]([CH:12]=[CH:13][C:14]=1[F:15])[CH:10]=O. (8) Given the product [CH:40]1([C:45]([O:1][C@@H:2]2[C@@H:3]([CH2:24][C:25]3[CH:30]=[CH:29][C:28]([O:31][CH3:32])=[CH:27][CH:26]=3)[CH2:4][CH2:5][CH2:6][C@H:7]([N:13]([C:14]([O:15][C:16]([CH3:19])([CH3:17])[CH3:18])=[O:20])[CH2:21][O:22][CH3:23])[C:8](=[O:12])[O:9][C@H:10]2[CH3:11])=[O:46])[CH2:44][CH2:43][CH2:42][CH2:41]1, predict the reactants needed to synthesize it. The reactants are: [OH:1][C@H:2]1[C@H:10]([CH3:11])[O:9][C:8](=[O:12])[C@@H:7]([N:13]([CH2:21][O:22][CH3:23])[C:14](=[O:20])[O:15][C:16]([CH3:19])([CH3:18])[CH3:17])[CH2:6][CH2:5][CH2:4][C@@H:3]1[CH2:24][C:25]1[CH:30]=[CH:29][C:28]([O:31][CH3:32])=[CH:27][CH:26]=1.CCN(CC)CC.[CH:40]1([C:45](Cl)=[O:46])[CH2:44][CH2:43][CH2:42][CH2:41]1. (9) Given the product [F:1][C:2]1[CH:3]=[C:4]([C:8]2[N:9]=[C:10]([CH2:31][CH2:30][CH2:29][C:28]#[N:27])[CH:11]=[C:12]3[C:17]=2[N:16]=[CH:15][CH:14]=[CH:13]3)[CH:5]=[CH:6][CH:7]=1.[CH3:7][CH2:2][CH2:3][CH:4]([CH3:8])[CH3:5], predict the reactants needed to synthesize it. The reactants are: [F:1][C:2]1[CH:3]=[C:4]([C:8]2[N:9]=[C:10](OS(C(F)(F)F)(=O)=O)[CH:11]=[C:12]3[C:17]=2[N:16]=[CH:15][CH:14]=[CH:13]3)[CH:5]=[CH:6][CH:7]=1.C[N:27]1[CH2:31][CH2:30][CH2:29][C:28]1=O.[Br-].C(CCC[Zn+])#N.CCOC(C)=O.